From a dataset of Full USPTO retrosynthesis dataset with 1.9M reactions from patents (1976-2016). Predict the reactants needed to synthesize the given product. (1) Given the product [Cl:20][C:17]([F:19])([F:18])[O:16][C:13]1[CH:14]=[CH:15][C:10]([NH:9][C:7](=[O:8])[C:6]2[CH:21]=[C:2]([C:31]3[CH:32]=[CH:33][N:29]([CH3:28])[N:30]=3)[C:3]([N:22]3[CH2:26][CH2:25][C@@H:24]([OH:27])[CH2:23]3)=[N:4][CH:5]=2)=[CH:11][CH:12]=1, predict the reactants needed to synthesize it. The reactants are: Br[C:2]1[C:3]([N:22]2[CH2:26][CH2:25][C@@H:24]([OH:27])[CH2:23]2)=[N:4][CH:5]=[C:6]([CH:21]=1)[C:7]([NH:9][C:10]1[CH:15]=[CH:14][C:13]([O:16][C:17]([Cl:20])([F:19])[F:18])=[CH:12][CH:11]=1)=[O:8].[CH3:28][N:29]1[CH:33]=[CH:32][C:31](B2OC(C)(C)C(C)(C)O2)=[N:30]1. (2) Given the product [F:17][C:14]([F:15])([F:16])[C:13]([N:10]1[CH2:9][CH2:8][C:7]2[CH:19]=[CH:20][C:4]([NH2:1])=[CH:5][C:6]=2[CH2:12][CH2:11]1)=[O:18], predict the reactants needed to synthesize it. The reactants are: [N+:1]([C:4]1[CH:20]=[CH:19][C:7]2[CH2:8][CH2:9][N:10]([C:13](=[O:18])[C:14]([F:17])([F:16])[F:15])[CH2:11][CH2:12][C:6]=2[CH:5]=1)([O-])=O.C(O)C.